From a dataset of Reaction yield outcomes from USPTO patents with 853,638 reactions. Predict the reaction yield, written as a fraction of the theoretical maximum amount of product (1.0 means a 100% yield; for example, 0.34 means a 34% yield). (1) The reactants are [CH3:1][O:2][C:3]1[CH:11]=[C:10]2[C:6]([C:7]([CH:12]([CH2:17][CH3:18])[C:13]([O:15]C)=[O:14])=[CH:8][CH2:9]2)=[CH:5][CH:4]=1.[OH-].[K+]. The catalyst is CO.O. The product is [CH3:1][O:2][C:3]1[CH:11]=[C:10]2[C:6]([C:7]([CH:12]([CH2:17][CH3:18])[C:13]([OH:15])=[O:14])=[CH:8][CH2:9]2)=[CH:5][CH:4]=1. The yield is 0.950. (2) The reactants are [F:1][C:2]1[CH:7]=[CH:6][C:5]([C:8]2[N:9]=[C:10]3[CH:15]=[CH:14][CH:13]=[N:12][N:11]3[C:16]=2[C:17]2[CH:22]=[CH:21][N:20]=[C:19]([NH2:23])[CH:18]=2)=[CH:4][C:3]=1[CH3:24].[CH2:25]([N:27]=[C:28]=[O:29])[CH3:26]. The catalyst is O1CCCC1. The product is [CH2:25]([NH:27][C:28]([NH:23][C:19]1[CH:18]=[C:17]([C:16]2[N:11]3[N:12]=[CH:13][CH:14]=[CH:15][C:10]3=[N:9][C:8]=2[C:5]2[CH:6]=[CH:7][C:2]([F:1])=[C:3]([CH3:24])[CH:4]=2)[CH:22]=[CH:21][N:20]=1)=[O:29])[CH3:26]. The yield is 0.760. (3) The reactants are [Br:1][C:2]1[N:7]=[C:6]([C@:8]2([CH3:29])[CH2:13][S@:12](=[N:15][CH2:16][CH2:17][OH:18])(=[O:14])[C:11]([CH3:20])([CH3:19])[C:10]([NH:21][C:22](=[O:28])[O:23][C:24]([CH3:27])([CH3:26])[CH3:25])=[N:9]2)[C:5]([F:30])=[C:4]([Si:31]([CH2:36][CH3:37])([CH2:34][CH3:35])[CH2:32][CH3:33])[CH:3]=1.[S:38](Cl)([C:41]1[CH:47]=[CH:46][C:44]([CH3:45])=[CH:43][CH:42]=1)(=[O:40])=[O:39].C(N(CC)CC)C.O. The catalyst is ClCCl.CN(C)C1C=CN=CC=1. The product is [CH3:45][C:44]1[CH:46]=[CH:47][C:41]([S:38]([O:18][CH2:17][CH2:16][N:15]=[S@@:12]2(=[O:14])[C:11]([CH3:19])([CH3:20])[C:10]([NH:21][C:22]([O:23][C:24]([CH3:27])([CH3:25])[CH3:26])=[O:28])=[N:9][C@@:8]([C:6]3[C:5]([F:30])=[C:4]([Si:31]([CH2:36][CH3:37])([CH2:34][CH3:35])[CH2:32][CH3:33])[CH:3]=[C:2]([Br:1])[N:7]=3)([CH3:29])[CH2:13]2)(=[O:40])=[O:39])=[CH:42][CH:43]=1. The yield is 0.950. (4) The reactants are [CH2:1]([O:8][C@H:9]1[C:13]([CH2:20][O:21]S(C)(=O)=O)(COS(C)(=O)=O)[O:12][C@@H:11]([N:26]2[CH:34]=[N:33][C:32]3[C:27]2=[N:28][CH:29]=[N:30][C:31]=3[NH:35][C:36](=[O:43])[C:37]2[CH:42]=[CH:41][CH:40]=[CH:39][CH:38]=2)[C@@H:10]1OS(C(F)(F)F)(=O)=O)[C:2]1[CH:7]=[CH:6][CH:5]=[CH:4][CH:3]=1.[Li+].[OH-].Cl.CCOC(C)=O. The catalyst is C1COCC1.[Na+].[Cl-].C(Cl)Cl.[Cl-].[Na+].O. The product is [CH2:1]([O:8][C@H:9]1[C@@H:10]2[O:21][CH2:20][C@@H:13]1[O:12][C@H:11]2[N:26]1[CH:34]=[N:33][C:32]2[C:27]1=[N:28][CH:29]=[N:30][C:31]=2[NH:35][C:36](=[O:43])[C:37]1[CH:42]=[CH:41][CH:40]=[CH:39][CH:38]=1)[C:2]1[CH:7]=[CH:6][CH:5]=[CH:4][CH:3]=1. The yield is 1.00. (5) The reactants are [C:1]1([N:7]([C:20]2[CH:25]=[CH:24][CH:23]=[C:22]([C:26]([F:29])([F:28])[F:27])[CH:21]=2)[CH:8]2[CH2:13][CH2:12][N:11]([CH2:14][C:15]([O:17]CC)=[O:16])[CH2:10][CH2:9]2)[CH:6]=[CH:5][CH:4]=[CH:3][CH:2]=1.[OH-].[Na+]. The catalyst is CO. The product is [C:1]1([N:7]([C:20]2[CH:25]=[CH:24][CH:23]=[C:22]([C:26]([F:29])([F:27])[F:28])[CH:21]=2)[CH:8]2[CH2:13][CH2:12][N:11]([CH2:14][C:15]([OH:17])=[O:16])[CH2:10][CH2:9]2)[CH:2]=[CH:3][CH:4]=[CH:5][CH:6]=1. The yield is 0.780. (6) The reactants are [C:1]([O:4][CH2:5][C:6]1[C:11]([N:12]2[CH2:24][CH2:23][C:22]3[N:21]4[C:16]([CH2:17][CH2:18][CH2:19][CH2:20]4)=[CH:15][C:14]=3[C:13]2=[O:25])=[CH:10][C:9]([F:26])=[CH:8][C:7]=1Br)(=[O:3])[CH3:2].[CH3:28][N:29]1[CH:34]=[C:33](B2OC(C)(C)C(C)(C)O2)[CH:32]=[C:31]([NH:44][C:45]2[CH:50]=[CH:49][C:48]([N:51]3[CH2:56][CH2:55][N:54]([CH:57]4[CH2:60][O:59][CH2:58]4)[CH2:53][C@@H:52]3[CH3:61])=[CH:47][N:46]=2)[C:30]1=[O:62].CC(O[Na])=O.[O-]P([O-])([O-])=O.[K+].[K+].[K+]. The catalyst is C1C=CC(P(C2C=CC=CC=2)[C-]2C=CC=C2)=CC=1.C1C=CC(P(C2C=CC=CC=2)[C-]2C=CC=C2)=CC=1.Cl[Pd]Cl.[Fe+2].O.CC#N. The product is [C:1]([O:4][CH2:5][C:6]1[C:11]([N:12]2[CH2:24][CH2:23][C:22]3[N:21]4[C:16]([CH2:17][CH2:18][CH2:19][CH2:20]4)=[CH:15][C:14]=3[C:13]2=[O:25])=[CH:10][C:9]([F:26])=[CH:8][C:7]=1[C:33]1[CH:32]=[C:31]([NH:44][C:45]2[CH:50]=[CH:49][C:48]([N:51]3[CH2:56][CH2:55][N:54]([CH:57]4[CH2:58][O:59][CH2:60]4)[CH2:53][C@@H:52]3[CH3:61])=[CH:47][N:46]=2)[C:30](=[O:62])[N:29]([CH3:28])[CH:34]=1)(=[O:3])[CH3:2]. The yield is 0.410.